This data is from Full USPTO retrosynthesis dataset with 1.9M reactions from patents (1976-2016). The task is: Predict the reactants needed to synthesize the given product. (1) The reactants are: [C:1]([C:3]1[CH:8]=[CH:7][CH:6]=[CH:5][C:4]=1[F:9])#[CH:2].[Li]CCCC.Cl[C:16]([O:18][CH2:19][CH3:20])=[O:17]. Given the product [F:9][C:4]1[CH:5]=[CH:6][CH:7]=[CH:8][C:3]=1[C:1]#[C:2][C:16]([O:18][CH2:19][CH3:20])=[O:17], predict the reactants needed to synthesize it. (2) The reactants are: F[C:2]1[CH:7]=[CH:6][C:5]([N+:8]([O-:10])=[O:9])=[C:4]([N+:11]([O-:13])=[O:12])[CH:3]=1.C([O-])([O-])=O.[K+].[K+].[N:20]1[CH:25]=[CH:24][CH:23]=[C:22]([OH:26])[CH:21]=1. Given the product [N+:11]([C:4]1[CH:3]=[C:2]([O:26][C:22]2[CH:21]=[N:20][CH:25]=[CH:24][CH:23]=2)[CH:7]=[CH:6][C:5]=1[N+:8]([O-:10])=[O:9])([O-:13])=[O:12], predict the reactants needed to synthesize it. (3) Given the product [CH2:25]([O:27][CH:28]([O:31][CH2:32][CH3:33])[C:29]#[C:30][C:2]1[CH:3]=[C:4]([C:20]([O:22][CH2:23][CH3:24])=[O:21])[C:5](=[O:19])[N:6]([C:9]2[CH:14]=[CH:13][CH:12]=[C:11]([C:15]([F:18])([F:16])[F:17])[CH:10]=2)[C:7]=1[CH3:8])[CH3:26], predict the reactants needed to synthesize it. The reactants are: I[C:2]1[CH:3]=[C:4]([C:20]([O:22][CH2:23][CH3:24])=[O:21])[C:5](=[O:19])[N:6]([C:9]2[CH:14]=[CH:13][CH:12]=[C:11]([C:15]([F:18])([F:17])[F:16])[CH:10]=2)[C:7]=1[CH3:8].[CH2:25]([O:27][CH:28]([O:31][CH2:32][CH3:33])[C:29]#[CH:30])[CH3:26].C(N(CC)CC)C. (4) Given the product [CH2:1]([O:3][C:4](=[O:13])[C:5]1[CH:10]=[CH:9][C:8]([F:11])=[CH:7][C:6]=1[O:12][CH2:24][O:25][CH3:26])[CH3:2], predict the reactants needed to synthesize it. The reactants are: [CH2:1]([O:3][C:4](=[O:13])[C:5]1[CH:10]=[CH:9][C:8]([F:11])=[CH:7][C:6]=1[OH:12])[CH3:2].C(N(CC)C(C)C)(C)C.Cl[CH2:24][O:25][CH3:26].O. (5) Given the product [C:1]([O:5][C:6]([NH:8][CH2:9][CH2:10][CH2:11][O:12][C:13]1[CH:18]=[C:17]([CH2:19][O:20][S:25]([C:28]2[CH:34]=[CH:33][C:31]([CH3:32])=[CH:30][CH:29]=2)(=[O:27])=[O:26])[N:16]=[C:15]([CH2:21][O:22][S:25]([C:28]2[CH:34]=[CH:33][C:31]([CH3:32])=[CH:30][CH:29]=2)(=[O:26])=[O:23])[CH:14]=1)=[O:7])([CH3:4])([CH3:2])[CH3:3], predict the reactants needed to synthesize it. The reactants are: [C:1]([O:5][C:6]([NH:8][CH2:9][CH2:10][CH2:11][O:12][C:13]1[CH:18]=[C:17]([CH2:19][OH:20])[N:16]=[C:15]([CH2:21][OH:22])[CH:14]=1)=[O:7])([CH3:4])([CH3:3])[CH3:2].[OH-:23].[K+].[S:25](Cl)([C:28]1[CH:34]=[CH:33][C:31]([CH3:32])=[CH:30][CH:29]=1)(=[O:27])=[O:26].